Dataset: Reaction yield outcomes from USPTO patents with 853,638 reactions. Task: Predict the reaction yield, written as a fraction of the theoretical maximum amount of product (1.0 means a 100% yield; for example, 0.34 means a 34% yield). (1) The reactants are [CH3:1][C:2]1[CH:3]=[CH:4][C:5]([C:21]([NH:23][C:24]2[CH:25]=[C:26]([C:36]([F:39])([F:38])[F:37])[CH:27]=[C:28]([N:30]3[CH:34]=[N:33][C:32]([CH3:35])=[CH:31]3)[CH:29]=2)=[O:22])=[CH:6][C:7]=1[NH:8][C:9]1[N:10]=[CH:11][CH:12]=[C:13]([C:15]2[CH:16]=[CH:17][CH:18]=[N:19][CH:20]=2)[N:14]=1.[ClH:40]. The catalyst is C(O)C. The product is [CH3:1][C:2]1[CH:3]=[CH:4][C:5]([C:21]([NH:23][C:24]2[CH:25]=[C:26]([C:36]([F:38])([F:39])[F:37])[CH:27]=[C:28]([N:30]3[CH:34]=[N:33][C:32]([CH3:35])=[CH:31]3)[CH:29]=2)=[O:22])=[CH:6][C:7]=1[NH:8][C:9]1[N:10]=[CH:11][CH:12]=[C:13]([C:15]2[CH:16]=[CH:17][CH:18]=[N:19][CH:20]=2)[N:14]=1.[ClH:40]. The yield is 0.830. (2) The reactants are Br[C:2]1[CH:3]=[CH:4][CH:5]=[C:6]2[C:10]=1[NH:9][CH:8]=[CH:7]2.[Li]C(C)(C)C.[CH3:16][S:17]SC. The catalyst is C1COCC1. The product is [CH3:16][S:17][C:2]1[CH:3]=[CH:4][CH:5]=[C:6]2[C:10]=1[NH:9][CH:8]=[CH:7]2. The yield is 0.550. (3) The product is [Br:1][C:2]1[CH:10]=[CH:9][C:8]([S:11]([CH2:18][CH3:19])(=[O:13])=[O:12])=[CH:7][C:3]=1[C:4]([OH:6])=[O:5]. The catalyst is C1COCC1. The yield is 0.480. The reactants are [Br:1][C:2]1[CH:10]=[CH:9][C:8]([S:11](Cl)(=[O:13])=[O:12])=[CH:7][C:3]=1[C:4]([OH:6])=[O:5].O.NN.[C:18]([O-])(=O)[CH3:19].[Na+].C(I)C. (4) The reactants are [C:1]12([C:11]3[CH:16]=[C:15]([C:17]4[CH:22]=[CH:21][C:20]([CH:23]5[O:27]CCO5)=[CH:19][N:18]=4)[CH:14]=[C:13]([NH2:28])[C:12]=3O)[CH2:10][CH:5]3[CH2:6][CH:7]([CH2:9][CH:3]([CH2:4]3)[CH2:2]1)[CH2:8]2.[C:30](OC(=O)C)(=[O:32])[CH3:31].C1(C)C=CC(S(O)(=O)=O)=CC=1. The catalyst is C1(C)C=CC=CC=1. The product is [C:1]12([C:11]3[C:12]4[O:32][C:30]([CH3:31])=[N:28][C:13]=4[CH:14]=[C:15]([C:17]4[N:18]=[CH:19][C:20]([CH:23]=[O:27])=[CH:21][CH:22]=4)[CH:16]=3)[CH2:10][CH:5]3[CH2:4][CH:3]([CH2:9][CH:7]([CH2:6]3)[CH2:8]1)[CH2:2]2. The yield is 0.330. (5) The catalyst is C(O)C.O. The reactants are CCCC.Br.Br[CH:7]([CH2:10]Br)[CH2:8][NH2:9].[NH:12]1[CH2:17][CH2:16][O:15][CH2:14][CH2:13]1.S(=O)(=O)(O)O.[OH-].[Ca+2].[OH-]. The yield is 0.330. The product is [NH:9]1[CH2:10][CH:7]([N:12]2[CH2:17][CH2:16][O:15][CH2:14][CH2:13]2)[CH2:8]1. (6) The reactants are [F:1][C:2]([F:31])([F:30])[C:3]1[CH:4]=[C:5]([NH:13][C:14](SC)=[C:15]([S:18]([C:21]2[CH:26]=[CH:25][C:24]([Cl:27])=[CH:23][CH:22]=2)(=[O:20])=[O:19])[C:16]#[N:17])[CH:6]=[C:7]([C:9]([F:12])([F:11])[F:10])[CH:8]=1. The catalyst is C(N)CC. The product is [F:31][C:2]([F:1])([F:30])[C:3]1[CH:4]=[C:5]([NH:13][C:14]([NH:13][CH2:5][CH2:4][CH3:3])=[C:15]([S:18]([C:21]2[CH:22]=[CH:23][C:24]([Cl:27])=[CH:25][CH:26]=2)(=[O:19])=[O:20])[C:16]#[N:17])[CH:6]=[C:7]([C:9]([F:11])([F:12])[F:10])[CH:8]=1. The yield is 0.650.